Dataset: Catalyst prediction with 721,799 reactions and 888 catalyst types from USPTO. Task: Predict which catalyst facilitates the given reaction. (1) Reactant: [Br:1][C:2]1[CH:3]=[C:4]([C:9](=[CH2:13])[CH2:10][CH2:11][OH:12])[CH:5]=[CH:6][C:7]=1[F:8].N1C=CN=C1.[C:19]([Si:23](Cl)([CH3:25])[CH3:24])([CH3:22])([CH3:21])[CH3:20].O. Product: [Br:1][C:2]1[CH:3]=[C:4]([C:9](=[CH2:13])[CH2:10][CH2:11][O:12][Si:23]([C:19]([CH3:22])([CH3:21])[CH3:20])([CH3:25])[CH3:24])[CH:5]=[CH:6][C:7]=1[F:8]. The catalyst class is: 124. (2) Reactant: [CH2:1]([O:8][C:9]1[CH:10]=[C:11]([CH:14]=[CH:15][C:16]=1[O:17][CH3:18])[CH:12]=[O:13])[C:2]1[CH:7]=[CH:6][CH:5]=[CH:4][CH:3]=1.[Br:19]Br. Product: [CH2:1]([O:8][C:9]1[CH:10]=[C:11]([C:14]([Br:19])=[CH:15][C:16]=1[O:17][CH3:18])[CH:12]=[O:13])[C:2]1[CH:3]=[CH:4][CH:5]=[CH:6][CH:7]=1. The catalyst class is: 24.